Dataset: Reaction yield outcomes from USPTO patents with 853,638 reactions. Task: Predict the reaction yield, written as a fraction of the theoretical maximum amount of product (1.0 means a 100% yield; for example, 0.34 means a 34% yield). (1) The reactants are C[O:2][C:3]([C@@H:5]1[CH2:9][CH2:8][CH2:7][N:6]1[C:10](=[O:25])[C@@H:11]([NH:19][C:20]([O:22][CH2:23][CH3:24])=[O:21])[C:12]([S:15][CH:16]([CH3:18])[CH3:17])([CH3:14])[CH3:13])=[O:4].[Li+].[OH-].OS([O-])(=O)=O.[K+].C(OCC)(=O)C. The catalyst is CO.O. The product is [CH2:23]([O:22][C:20]([NH:19][C@@H:11]([C:12]([S:15][CH:16]([CH3:17])[CH3:18])([CH3:13])[CH3:14])[C:10]([N:6]1[CH2:7][CH2:8][CH2:9][C@H:5]1[C:3]([OH:4])=[O:2])=[O:25])=[O:21])[CH3:24]. The yield is 0.790. (2) The reactants are B(Br)(Br)Br.C[O:6][C:7]1[CH:8]=[C:9]([C:15]([C@@H:17]2[C@:26]3([CH3:27])[C@H:21]([C:22]([CH3:29])([CH3:28])[CH2:23][CH2:24][CH2:25]3)[CH2:20][C@H:19]([CH2:30][N:31]3[CH:35]=[CH:34][N:33]=[CH:32]3)[C@H:18]2[CH3:36])=[O:16])[CH:10]=[C:11]([O:13]C)[CH:12]=1. The catalyst is C(Cl)Cl. The product is [N:31]1([CH2:30][C@H:19]2[CH2:20][C@@H:21]3[C@:26]([CH3:27])([CH2:25][CH2:24][CH2:23][C:22]3([CH3:29])[CH3:28])[C@@H:17]([C:15]([C:9]3[CH:10]=[C:11]([OH:13])[CH:12]=[C:7]([OH:6])[CH:8]=3)=[O:16])[C@@H:18]2[CH3:36])[CH:35]=[CH:34][N:33]=[CH:32]1. The yield is 0.650. (3) The yield is 0.300. The reactants are [CH:1]1[C:2]([CH2:19][C:20](O)=[O:21])=[CH:3][C:4]([I:18])=[C:5]([O:8][C:9]2[CH:10]=[C:11]([I:17])[C:12]([OH:16])=[C:13]([I:15])[CH:14]=2)[C:6]=1[I:7].C(O)(C)(C)C.[CH:28]1([N:34]=C=[N:34][CH:28]2[CH2:33][CH2:32][CH2:31][CH2:30][CH2:29]2)[CH2:33][CH2:32][CH2:31][CH2:30][CH2:29]1. The product is [CH:28]1([NH:34][C:20](=[O:21])[CH2:19][C:2]2[CH:3]=[C:4]([I:18])[C:5]([O:8][C:9]3[CH:14]=[C:13]([I:15])[C:12]([OH:16])=[C:11]([I:17])[CH:10]=3)=[C:6]([I:7])[CH:1]=2)[CH2:33][CH2:32][CH2:31][CH2:30][CH2:29]1. The catalyst is O1CCOCC1.CN(C)C1C=CN=CC=1. (4) The reactants are [Br:1][C:2]1[C:3]2[CH:37]=[CH:36][CH:35]=[CH:34][C:4]=2[S:5][C:6]=1[C:7]([NH:9][C:10]12[C:28](=[O:29])[C:27]3[C:22](=[CH:23][CH:24]=[CH:25][C:26]=3[N+:30]([O-])=O)[C:11]1([OH:33])[O:12][C:13]1[CH:18]=[C:17]([CH:19]([CH3:21])[CH3:20])[CH:16]=[CH:15][C:14]=12)=[O:8].C(O)C. The catalyst is Cl.[Fe].O. The product is [NH2:30][C:26]1[CH:25]=[CH:24][CH:23]=[C:22]2[C:27]=1[C:28](=[O:29])[C:10]1([NH:9][C:7]([C:6]3[S:5][C:4]4[CH:34]=[CH:35][CH:36]=[CH:37][C:3]=4[C:2]=3[Br:1])=[O:8])[C:14]3[CH:15]=[CH:16][C:17]([CH:19]([CH3:20])[CH3:21])=[CH:18][C:13]=3[O:12][C:11]12[OH:33]. The yield is 0.460. (5) The reactants are [CH3:1][O:2][C:3]1[CH:17]=[CH:16][C:6]([CH2:7][O:8][C:9]2[CH:14]=[CH:13][CH:12]=[CH:11][C:10]=2[OH:15])=[CH:5][CH:4]=1.C([O-])([O-])=O.[K+].[K+].Br[CH:25]([CH2:30][CH2:31][Br:32])[C:26]([O:28][CH3:29])=[O:27]. The catalyst is CN(C=O)C.C(OCC)(=O)C. The product is [Br:32][CH2:31][CH2:30][CH:25]([O:15][C:10]1[CH:11]=[CH:12][CH:13]=[CH:14][C:9]=1[O:8][CH2:7][C:6]1[CH:5]=[CH:4][C:3]([O:2][CH3:1])=[CH:17][CH:16]=1)[C:26]([O:28][CH3:29])=[O:27]. The yield is 0.562.